Dataset: Reaction yield outcomes from USPTO patents with 853,638 reactions. Task: Predict the reaction yield, written as a fraction of the theoretical maximum amount of product (1.0 means a 100% yield; for example, 0.34 means a 34% yield). (1) The reactants are [CH2:1]([O:3][C:4]([CH:6]1[CH2:11][CH2:10][C:9](=[CH:12][C:13]([OH:15])=[O:14])[CH2:8][CH2:7]1)=[O:5])[CH3:2]. The catalyst is CCO.[Pd]. The product is [CH2:1]([O:3][C:4]([CH:6]1[CH2:11][CH2:10][CH:9]([CH2:12][C:13]([OH:15])=[O:14])[CH2:8][CH2:7]1)=[O:5])[CH3:2]. The yield is 0.420. (2) The reactants are [CH:1]([C:3]1[NH:4][C:5]2[CH2:6][CH2:7][CH2:8][CH2:9][C:10]=2[C:11]=1[CH2:12][CH2:13][C:14]([OH:16])=[O:15])=O.[Br:17][C:18]1[CH:19]=[C:20]2[C:24](=[CH:25][CH:26]=1)[NH:23][C:22](=[O:27])[CH2:21]2.N1CCCC1.C(O)(=O)C. The catalyst is C(O)C. The product is [Br:17][C:18]1[CH:19]=[C:20]2[C:24](=[CH:25][CH:26]=1)[NH:23][C:22](=[O:27])[C:21]2=[CH:1][C:3]1[NH:4][C:5]2[CH2:6][CH2:7][CH2:8][CH2:9][C:10]=2[C:11]=1[CH2:12][CH2:13][C:14]([OH:16])=[O:15]. The yield is 0.980. (3) The reactants are I[CH:2]([CH3:4])[CH3:3].[NH:5]1[C:9]([C:10]2[CH:11]=[C:12]([C:16]3[CH:17]=[CH:18][C:19]4[O:23][C:22]([C:24]5[CH:29]=[CH:28][C:27]([F:30])=[CH:26][CH:25]=5)=[C:21]([C:31]([NH:33][CH3:34])=[O:32])[C:20]=4[CH:35]=3)[CH:13]=[CH:14][CH:15]=2)=[N:8][N:7]=[N:6]1.C([O-])([O-])=O.[Na+].[Na+]. The catalyst is CN(C=O)C. The product is [F:30][C:27]1[CH:28]=[CH:29][C:24]([C:22]2[O:23][C:19]3[CH:18]=[CH:17][C:16]([C:12]4[CH:13]=[CH:14][CH:15]=[C:10]([C:9]5[N:8]=[N:7][N:6]([CH:2]([CH3:4])[CH3:3])[N:5]=5)[CH:11]=4)=[CH:35][C:20]=3[C:21]=2[C:31]([NH:33][CH3:34])=[O:32])=[CH:25][CH:26]=1. The yield is 0.300. (4) The reactants are Br[C:2]1[CH:7]=[C:6](/[CH:8]=[CH:9]/[C:10]2[CH:15]=[CH:14][C:13]([F:16])=[CH:12][C:11]=2[F:17])[CH:5]=[CH:4][C:3]=1[S:18]([C:21]1[CH:26]=[CH:25][CH:24]=[CH:23][CH:22]=1)(=[O:20])=[O:19].[Cu][C:28]#[N:29]. The catalyst is CN(C)C=O.O. The product is [F:17][C:11]1[CH:12]=[C:13]([F:16])[CH:14]=[CH:15][C:10]=1/[CH:9]=[CH:8]/[C:6]1[CH:5]=[CH:4][C:3]([S:18]([C:21]2[CH:26]=[CH:25][CH:24]=[CH:23][CH:22]=2)(=[O:20])=[O:19])=[C:2]([CH:7]=1)[C:28]#[N:29]. The yield is 0.440. (5) The reactants are [CH3:1][O:2][CH2:3][C:4]1[C:8]([C:9]([O:11][CH3:12])=[O:10])=[CH:7][NH:6][N:5]=1.Cl[C:14]1[CH:19]=[CH:18][CH:17]=[C:16]([C:20]([F:23])([F:22])[F:21])[N:15]=1.C(=O)([O-])[O-].[K+].[K+]. The catalyst is CN(C)C=O. The product is [CH3:1][O:2][CH2:3][C:4]1[C:8]([C:9]([O:11][CH3:12])=[O:10])=[CH:7][N:6]([C:14]2[CH:19]=[CH:18][CH:17]=[C:16]([C:20]([F:23])([F:22])[F:21])[N:15]=2)[N:5]=1. The yield is 0.690. (6) The reactants are [CH2:1]([OH:12])[CH2:2][CH2:3][CH2:4][CH2:5][CH2:6][CH2:7][CH2:8][CH2:9][CH:10]=[CH2:11].N1C=CC=CC=1.[Br:19][C:20]([CH3:25])([CH3:24])[C:21](Br)=[O:22]. The catalyst is O1CCCC1.CCCCCC. The product is [Br:19][C:20]([CH3:25])([CH3:24])[C:21]([O:12][CH2:1][CH2:2][CH2:3][CH2:4][CH2:5][CH2:6][CH2:7][CH2:8][CH2:9][CH:10]=[CH2:11])=[O:22]. The yield is 0.920. (7) The reactants are [CH2:1]([C:3]1[CH:8]=[C:7]([O:9][CH2:10][CH2:11][CH2:12][S:13]([CH3:16])(=[O:15])=[O:14])[CH:6]=[C:5]([CH2:17][CH3:18])[C:4]=1[C:19]1[CH:24]=[CH:23][CH:22]=[C:21]([CH2:25][O:26][C:27]2[CH:40]=[CH:39][C:30]3[C@H:31]([CH2:34][C:35]([O:37]C)=[O:36])[CH2:32][O:33][C:29]=3[CH:28]=2)[CH:20]=1)[CH3:2].CO.[OH-].[Na+].C(O)(=O)CC(CC(O)=O)(C(O)=O)O. The catalyst is O.O1CCCC1. The product is [CH2:17]([C:5]1[CH:6]=[C:7]([O:9][CH2:10][CH2:11][CH2:12][S:13]([CH3:16])(=[O:15])=[O:14])[CH:8]=[C:3]([CH2:1][CH3:2])[C:4]=1[C:19]1[CH:24]=[CH:23][CH:22]=[C:21]([CH2:25][O:26][C:27]2[CH:40]=[CH:39][C:30]3[C@H:31]([CH2:34][C:35]([OH:37])=[O:36])[CH2:32][O:33][C:29]=3[CH:28]=2)[CH:20]=1)[CH3:18]. The yield is 0.810.